From a dataset of Full USPTO retrosynthesis dataset with 1.9M reactions from patents (1976-2016). Predict the reactants needed to synthesize the given product. Given the product [F:18][C:14]1[CH:13]=[C:12]([CH:17]=[CH:16][CH:15]=1)[O:11][CH2:10][C:7]1[CH:6]=[CH:5][C:4]([NH2:1])=[CH:9][CH:8]=1, predict the reactants needed to synthesize it. The reactants are: [N+:1]([C:4]1[CH:9]=[CH:8][C:7]([CH2:10][O:11][C:12]2[CH:17]=[CH:16][CH:15]=[C:14]([F:18])[CH:13]=2)=[CH:6][CH:5]=1)([O-])=O.